Predict which catalyst facilitates the given reaction. From a dataset of Catalyst prediction with 721,799 reactions and 888 catalyst types from USPTO. (1) Reactant: [CH3:1][O:2][CH2:3][CH2:4][CH2:5][CH2:6][N:7]1[C:11]2[CH:12]=[CH:13][CH:14]=[CH:15][C:10]=2[N:9]=[C:8]1[C:16]([N:18]([CH2:33][CH:34]([CH3:36])[CH3:35])[C@H:19]1[CH2:24][C@@H:23]([C:25]([N:27]2[CH2:32][CH2:31][O:30][CH2:29][CH2:28]2)=[O:26])[CH2:22][NH:21][CH2:20]1)=[O:17].C(OCC)(=O)C.[ClH:43].CCCCCCC. Product: [ClH:43].[CH3:1][O:2][CH2:3][CH2:4][CH2:5][CH2:6][N:7]1[C:11]2[CH:12]=[CH:13][CH:14]=[CH:15][C:10]=2[N:9]=[C:8]1[C:16]([N:18]([CH2:33][CH:34]([CH3:36])[CH3:35])[C@H:19]1[CH2:24][C@@H:23]([C:25]([N:27]2[CH2:32][CH2:31][O:30][CH2:29][CH2:28]2)=[O:26])[CH2:22][NH:21][CH2:20]1)=[O:17]. The catalyst class is: 13. (2) Reactant: F[P-](F)(F)(F)(F)F.C[N+](C)=C(N(C)C)ON1[C:16]2[N:17]=[CH:18][CH:19]=[CH:20][C:15]=2N=N1.[ClH:25].[NH2:26][CH:27]([C:29]1[CH:30]=[C:31]([CH:42]=[CH:43][CH:44]=1)[O:32][C:33]1C=CC(Cl)=C[C:34]=1[C:35]#N)[CH3:28].[NH2:45][C:46]1[N:55]=[C:54]([N:56]2[CH2:61][CH2:60][N:59]([CH3:62])[CH2:58][CH2:57]2)[C:53]2[C:48](=[CH:49][C:50]([C:63]([OH:65])=O)=[CH:51][CH:52]=2)[N:47]=1.C(N(CC)C(C)C)(C)C. Product: [NH2:45][C:46]1[N:55]=[C:54]([N:56]2[CH2:61][CH2:60][N:59]([CH3:62])[CH2:58][CH2:57]2)[C:53]2[C:48](=[CH:49][C:50]([C:63]([NH:26][CH:27]([C:29]3[CH:44]=[CH:43][CH:42]=[C:31]([O:32][C:33]4[CH:34]=[CH:35][C:19]([CH3:18])=[C:20]([Cl:25])[C:15]=4[C:16]#[N:17])[CH:30]=3)[CH3:28])=[O:65])=[CH:51][CH:52]=2)[N:47]=1. The catalyst class is: 9. (3) Reactant: [O:1]=[C:2]1[NH:6][C:5]2[CH:7]=[C:8]([C:11]([O:13][CH3:14])=[O:12])[CH:9]=[CH:10][C:4]=2[O:3]1.C1(P(C2C=CC=CC=2)C2C=CC=CC=2)C=CC=CC=1.[CH3:34][N:35]([CH3:54])[CH2:36][CH2:37][CH2:38][O:39][C:40]1[CH:41]=[N:42][C:43]([C:46]2[CH:47]=[C:48]([CH2:52]O)[CH:49]=[CH:50][CH:51]=2)=[N:44][CH:45]=1.N(C(OC(C)(C)C)=O)=NC(OC(C)(C)C)=O. Product: [CH3:54][N:35]([CH3:34])[CH2:36][CH2:37][CH2:38][O:39][C:40]1[CH:45]=[N:44][C:43]([C:46]2[CH:47]=[C:48]([CH:49]=[CH:50][CH:51]=2)[CH2:52][N:6]2[C:5]3[CH:7]=[C:8]([C:11]([O:13][CH3:14])=[O:12])[CH:9]=[CH:10][C:4]=3[O:3][C:2]2=[O:1])=[N:42][CH:41]=1. The catalyst class is: 1. (4) Reactant: [NH2:1][C:2]1[CH:7]=[CH:6][CH:5]=[CH:4][C:3]=1[C:8]1[N:16]2[C:11]([S:12][CH2:13][C:14]([C:17]3[CH:22]=[CH:21][C:20]([CH3:23])=[CH:19][CH:18]=3)=[N:15]2)=[N:10][N:9]=1.C=O.[O-][C:27]#N.[BH4-].[Na+]. Product: [CH3:27][NH:1][C:2]1[CH:7]=[CH:6][CH:5]=[CH:4][C:3]=1[C:8]1[N:16]2[C:11]([S:12][CH2:13][C:14]([C:17]3[CH:22]=[CH:21][C:20]([CH3:23])=[CH:19][CH:18]=3)=[N:15]2)=[N:10][N:9]=1. The catalyst class is: 130. (5) Reactant: [OH:1][C@H:2]1[C@H:6]([NH:7][C:8]([O:10][C@@H:11]([CH3:16])[C:12]([F:15])([F:14])[F:13])=[O:9])[CH2:5][N:4](C(OC(C)(C)C)=O)[CH2:3]1.C(O)(C(F)(F)F)=O.C([O-])(O)=O.[Na+]. Product: [OH:1][C@@H:2]1[CH2:3][NH:4][CH2:5][C@H:6]1[NH:7][C:8](=[O:9])[O:10][C@@H:11]([CH3:16])[C:12]([F:13])([F:14])[F:15]. The catalyst class is: 22.